From a dataset of CYP2C9 inhibition data for predicting drug metabolism from PubChem BioAssay. Regression/Classification. Given a drug SMILES string, predict its absorption, distribution, metabolism, or excretion properties. Task type varies by dataset: regression for continuous measurements (e.g., permeability, clearance, half-life) or binary classification for categorical outcomes (e.g., BBB penetration, CYP inhibition). Dataset: cyp2c9_veith. (1) The molecule is COC(=O)C(NNc1ccccc1)(NC(=O)c1ccccc1F)C(F)(F)F. The result is 1 (inhibitor). (2) The compound is Cc1ccc(NC(=O)c2ccc(CSc3nnc(-c4ccncc4)n3C)cc2)cc1. The result is 0 (non-inhibitor). (3) The compound is CC(=O)N1CCC2(CCCN(c3ncccn3)C2)CC1. The result is 0 (non-inhibitor). (4) The molecule is Cc1sc2c(c1C)C(c1ccc(C(C)(C)C)cc1)=NCC(=O)N2CC(=O)Nc1nccs1. The result is 1 (inhibitor). (5) The drug is C(=N\Nc1nnc2c(n1)[nH]c1ccccc12)\c1cccnc1. The result is 0 (non-inhibitor). (6) The compound is COc1ccc(/C=N/Nc2nonc2N)cc1. The result is 1 (inhibitor). (7) The molecule is CCOC(=O)CCN1C(=O)[C@H]2CC[C@H]3/C(=N\OCC(C)C)C[C@@H](O)[C@@H](O)[C@@H]3[C@@H]2C1=O. The result is 0 (non-inhibitor).